Dataset: Full USPTO retrosynthesis dataset with 1.9M reactions from patents (1976-2016). Task: Predict the reactants needed to synthesize the given product. Given the product [CH3:1][CH2:2][C@@H:3]([C@H:5]([NH:261][C:262]([C@@H:264]([NH:270][C:271]([C@@H:273]([NH:276][C:277]([C@@H:279]([NH:283][C:284]([C@@H:286]([NH2:289])[CH2:287][OH:288])=[O:285])[CH:280]([CH3:282])[CH3:281])=[O:278])[CH2:274][OH:275])=[O:272])[CH2:265][CH2:266][C:267]([OH:269])=[O:268])=[O:263])[C:6]([NH:8][C@H:9]([C:15]([NH:17][C@H:18]([C:23]([NH:25][C@H:26]([C:31]([NH:33][C@H:34]([C:41]([NH:43][C@H:44]([C:49]([NH:51][C@H:52]([C:57]([NH:59][CH2:60][C:61]([NH:63][C@H:64]([C:70]([NH:72][C@H:73]([C:80]([NH:82][C@H:83]([C:88]([NH:90][C@H:91]([C:96]([NH:98][C@H:99]([C:102]([NH:104][C@H:105]([C:110]([NH:112][C@H:113]([C:119]([NH:121][C@H:122]([C:130]([NH:132][C@H:133]([C:137]([NH:139][C@H:140]([C:146]([NH:148][C@H:149]([C:160]([NH:162][C@H:163]([C:168]([NH:170][C@H:171]([C:179]([NH:181][C@H:182]([C:188]([NH:190][C@H:191]([C:197]([NH:199][C@H:200]([C:205]([NH:207][C@H:208]([C:214]([NH:216][C@H:217]([C:222]([NH:224][C@H:225]([C:229]([NH:231][C@H:232]([C:239]([NH:241][C@H:242]([C:247]([NH:249][C@H:250]([C:258]([OH:260])=[O:259])[CH2:251][C:252]1[CH:253]=[CH:254][CH:255]=[CH:256][CH:257]=1)=[O:248])[CH2:243][C:244]([NH2:246])=[O:245])=[O:240])[CH2:233][C:234]1[NH:238][CH:237]=[N:236][CH:235]=1)=[O:230])[CH:226]([CH3:228])[CH3:227])=[O:223])[CH2:218][C:219]([OH:221])=[O:220])=[O:215])[CH2:209][CH2:210][C:211]([NH2:213])=[O:212])=[O:206])[CH2:201][CH:202]([CH3:204])[CH3:203])=[O:198])[CH2:192][CH2:193][CH2:194][CH2:195][NH2:196])=[O:189])[CH2:183][CH2:184][CH2:185][CH2:186][NH2:187])=[O:180])[CH2:172][CH2:173][CH2:174][NH:175][C:176]([NH2:178])=[NH:177])=[O:169])[CH2:164][CH:165]([CH3:167])[CH3:166])=[O:161])[CH2:150][C:151]1[C:155]2[CH:156]=[CH:157][CH:158]=[CH:159][C:154]=2[NH:153][CH:152]=1)=[O:147])[CH2:141][CH2:142][C:143]([OH:145])=[O:144])=[O:138])[CH:134]([CH3:135])[CH3:136])=[O:131])[CH2:123][CH2:124][CH2:125][NH:126][C:127]([NH2:129])=[NH:128])=[O:120])[CH2:114][CH2:115][C:116]([OH:118])=[O:117])=[O:111])[CH2:106][CH2:107][S:108][CH3:109])=[O:103])[CH2:100][OH:101])=[O:97])[CH2:92][C:93]([NH2:95])=[O:94])=[O:89])[CH2:84][CH:85]([CH3:86])[CH3:87])=[O:81])[CH2:74][C:75]1[NH:79][CH:78]=[N:77][CH:76]=1)=[O:71])[CH2:65][CH2:66][CH2:67][CH2:68][NH2:69])=[O:62])=[O:58])[CH2:53][CH:54]([CH3:55])[CH3:56])=[O:50])[CH2:45][C:46]([NH2:48])=[O:47])=[O:42])[CH2:35][C:36]1[NH:40][CH:39]=[N:38][CH:37]=1)=[O:32])[CH2:27][CH2:28][S:29][CH3:30])=[O:24])[CH2:19][CH:20]([CH3:22])[CH3:21])=[O:16])[CH2:10][CH2:11][C:12]([NH2:14])=[O:13])=[O:7])[CH3:4].[C:292]([O-:294])(=[O:293])[CH3:291], predict the reactants needed to synthesize it. The reactants are: [CH3:1][CH2:2][C@@H:3]([C@H:5]([NH:261][C:262]([C@@H:264]([NH:270][C:271]([C@@H:273]([NH:276][C:277]([C@@H:279]([NH:283][C:284]([C@@H:286]([NH2:289])[CH2:287][OH:288])=[O:285])[CH:280]([CH3:282])[CH3:281])=[O:278])[CH2:274][OH:275])=[O:272])[CH2:265][CH2:266][C:267]([OH:269])=[O:268])=[O:263])[C:6]([NH:8][C@H:9]([C:15]([NH:17][C@H:18]([C:23]([NH:25][C@H:26]([C:31]([NH:33][C@H:34]([C:41]([NH:43][C@H:44]([C:49]([NH:51][C@H:52]([C:57]([NH:59][CH2:60][C:61]([NH:63][C@H:64]([C:70]([NH:72][C@H:73]([C:80]([NH:82][C@H:83]([C:88]([NH:90][C@H:91]([C:96]([NH:98][C@H:99]([C:102]([NH:104][C@H:105]([C:110]([NH:112][C@H:113]([C:119]([NH:121][C@H:122]([C:130]([NH:132][C@H:133]([C:137]([NH:139][C@H:140]([C:146]([NH:148][C@H:149]([C:160]([NH:162][C@H:163]([C:168]([NH:170][C@H:171]([C:179]([NH:181][C@H:182]([C:188]([NH:190][C@H:191]([C:197]([NH:199][C@H:200]([C:205]([NH:207][C@H:208]([C:214]([NH:216][C@H:217]([C:222]([NH:224][C@H:225]([C:229]([NH:231][C@H:232]([C:239]([NH:241][C@H:242]([C:247]([NH:249][C@H:250]([C:258]([OH:260])=[O:259])[CH2:251][C:252]1[CH:253]=[CH:254][CH:255]=[CH:256][CH:257]=1)=[O:248])[CH2:243][C:244]([NH2:246])=[O:245])=[O:240])[CH2:233][C:234]1[NH:238][CH:237]=[N:236][CH:235]=1)=[O:230])[CH:226]([CH3:228])[CH3:227])=[O:223])[CH2:218][C:219]([OH:221])=[O:220])=[O:215])[CH2:209][CH2:210][C:211]([NH2:213])=[O:212])=[O:206])[CH2:201][CH:202]([CH3:204])[CH3:203])=[O:198])[CH2:192][CH2:193][CH2:194][CH2:195][NH2:196])=[O:189])[CH2:183][CH2:184][CH2:185][CH2:186][NH2:187])=[O:180])[CH2:172][CH2:173][CH2:174][NH:175][C:176]([NH2:178])=[NH:177])=[O:169])[CH2:164][CH:165]([CH3:167])[CH3:166])=[O:161])[CH2:150][C:151]1[C:155]2[CH:156]=[CH:157][CH:158]=[CH:159][C:154]=2[NH:153][CH:152]=1)=[O:147])[CH2:141][CH2:142][C:143]([OH:145])=[O:144])=[O:138])[CH:134]([CH3:136])[CH3:135])=[O:131])[CH2:123][CH2:124][CH2:125][NH:126][C:127]([NH2:129])=[NH:128])=[O:120])[CH2:114][CH2:115][C:116]([OH:118])=[O:117])=[O:111])[CH2:106][CH2:107][S:108][CH3:109])=[O:103])[CH2:100][OH:101])=[O:97])[CH2:92][C:93]([NH2:95])=[O:94])=[O:89])[CH2:84][CH:85]([CH3:87])[CH3:86])=[O:81])[CH2:74][C:75]1[NH:79][CH:78]=[N:77][CH:76]=1)=[O:71])[CH2:65][CH2:66][CH2:67][CH2:68][NH2:69])=[O:62])=[O:58])[CH2:53][CH:54]([CH3:56])[CH3:55])=[O:50])[CH2:45][C:46]([NH2:48])=[O:47])=[O:42])[CH2:35][C:36]1[NH:40][CH:39]=[N:38][CH:37]=1)=[O:32])[CH2:27][CH2:28][S:29][CH3:30])=[O:24])[CH2:19][CH:20]([CH3:22])[CH3:21])=[O:16])[CH2:10][CH2:11][C:12]([NH2:14])=[O:13])=[O:7])[CH3:4].F[C:291](F)(F)[C:292]([O-:294])=[O:293].C(O)(C(F)(F)F)=O.C([O-])(=O)C.